This data is from Forward reaction prediction with 1.9M reactions from USPTO patents (1976-2016). The task is: Predict the product of the given reaction. (1) Given the reactants [CH2:1]([O:3][C:4]([C:6]1[C:10]([CH:11]=C)=[C:9]([C:13]2[CH:18]=[CH:17][C:16]([Cl:19])=[CH:15][CH:14]=2)[N:8]([C:20]2[CH:25]=[CH:24][CH:23]=[CH:22][C:21]=2[Cl:26])[N:7]=1)=[O:5])[CH3:2].C[N+]1([O-])CC[O:31]CC1.O.I([O-])(=O)(=O)=O.[Na+], predict the reaction product. The product is: [CH2:1]([O:3][C:4]([C:6]1[C:10]([CH:11]=[O:31])=[C:9]([C:13]2[CH:14]=[CH:15][C:16]([Cl:19])=[CH:17][CH:18]=2)[N:8]([C:20]2[CH:25]=[CH:24][CH:23]=[CH:22][C:21]=2[Cl:26])[N:7]=1)=[O:5])[CH3:2]. (2) Given the reactants [OH:1][CH:2]([C:5]1[N:10]=[C:9]([NH:11][CH2:12][C:13]2[CH:18]=[CH:17][C:16]([O:19][CH3:20])=[C:15]([O:21][CH3:22])[CH:14]=2)[N:8]2[N:23]=[C:24]([C:26]3[O:27][CH:28]=[CH:29][CH:30]=3)[N:25]=[C:7]2[CH:6]=1)CO.O.I([O-])(=O)(=O)=O.[Na+], predict the reaction product. The product is: [CH3:22][O:21][C:15]1[CH:14]=[C:13]([CH:18]=[CH:17][C:16]=1[O:19][CH3:20])[CH2:12][NH:11][C:9]1[N:8]2[N:23]=[C:24]([C:26]3[O:27][CH:28]=[CH:29][CH:30]=3)[N:25]=[C:7]2[CH:6]=[C:5]([CH:2]=[O:1])[N:10]=1. (3) Given the reactants [Cl:1][C:2]1[C:7]([N:8]2[CH2:13][CH2:12][CH:11]([C:14]3[CH:19]=[C:18]([F:20])[C:17]([F:21])=[CH:16][C:15]=3[O:22][CH:23]([F:25])[F:24])[CH2:10][CH2:9]2)=[CH:6][N:5]=[N:4][C:3]=1[NH:26][NH:27][C:28](=O)[CH2:29][CH:30]1[CH2:32][CH2:31]1.C1(P(C2C=CC=CC=2)C2C=CC=CC=2)C=CC=CC=1.N([Si](C)(C)C)=[N+]=[N-].CCOC(/N=N/C(OCC)=O)=O.C1(C)C=CC=CC=1, predict the reaction product. The product is: [Cl:1][C:2]1[C:3]2[N:4]([C:28]([CH2:29][CH:30]3[CH2:31][CH2:32]3)=[N:27][N:26]=2)[N:5]=[CH:6][C:7]=1[N:8]1[CH2:13][CH2:12][CH:11]([C:14]2[CH:19]=[C:18]([F:20])[C:17]([F:21])=[CH:16][C:15]=2[O:22][CH:23]([F:24])[F:25])[CH2:10][CH2:9]1. (4) Given the reactants C[O:2][C:3](=[O:20])[C@@H:4]([N:13]1[C:17]([CH3:18])=[CH:16][CH:15]=[C:14]1[CH3:19])[CH2:5][C:6]1[CH:11]=[CH:10][C:9]([OH:12])=[CH:8][CH:7]=1.[H-].[Na+].[F:23][C:24]1[CH:31]=[CH:30][CH:29]=[CH:28][C:25]=1[CH2:26]Br.Cl.[OH-].[Li+], predict the reaction product. The product is: [CH3:19][C:14]1[N:13]([C@@H:4]([CH2:5][C:6]2[CH:11]=[CH:10][C:9]([O:12][CH2:26][C:25]3[CH:28]=[CH:29][CH:30]=[CH:31][C:24]=3[F:23])=[CH:8][CH:7]=2)[C:3]([OH:2])=[O:20])[C:17]([CH3:18])=[CH:16][CH:15]=1. (5) The product is: [CH3:7][S:8]([CH2:9][CH2:10][N:11]1[C:20]2[C:15](=[CH:16][CH:17]=[CH:18][CH:19]=2)[CH2:14][CH:13]([NH:21][C:22]([C:24]2[NH:33][C:27]3=[CH:28][N:29]=[C:30]([Cl:32])[CH:31]=[C:26]3[CH:25]=2)=[O:23])[C:12]1=[O:34])(=[O:1])=[O:35]. Given the reactants [OH:1]OS([O-])=O.[K+].[CH3:7][S:8][CH2:9][CH2:10][N:11]1[C:20]2[C:15](=[CH:16][CH:17]=[CH:18][CH:19]=2)[CH2:14][CH:13]([NH:21][C:22]([C:24]2[NH:33][C:27]3=[CH:28][N:29]=[C:30]([Cl:32])[CH:31]=[C:26]3[CH:25]=2)=[O:23])[C:12]1=[O:34].[OH2:35], predict the reaction product.